Dataset: NCI-60 drug combinations with 297,098 pairs across 59 cell lines. Task: Regression. Given two drug SMILES strings and cell line genomic features, predict the synergy score measuring deviation from expected non-interaction effect. (1) Drug 2: C1C(C(OC1N2C=NC3=C2NC=NCC3O)CO)O. Synergy scores: CSS=6.60, Synergy_ZIP=-2.26, Synergy_Bliss=-2.40, Synergy_Loewe=1.47, Synergy_HSA=0.169. Cell line: SF-295. Drug 1: C1=CN(C=N1)CC(O)(P(=O)(O)O)P(=O)(O)O. (2) Drug 1: C1=NC2=C(N=C(N=C2N1C3C(C(C(O3)CO)O)O)F)N. Drug 2: CCC1=C2CN3C(=CC4=C(C3=O)COC(=O)C4(CC)O)C2=NC5=C1C=C(C=C5)O. Cell line: SN12C. Synergy scores: CSS=26.6, Synergy_ZIP=-5.73, Synergy_Bliss=-5.64, Synergy_Loewe=-22.2, Synergy_HSA=-3.60.